From a dataset of Forward reaction prediction with 1.9M reactions from USPTO patents (1976-2016). Predict the product of the given reaction. (1) Given the reactants [Cl:1][C:2]1[CH:3]=[C:4]([C:8]2[C:13]3[N:14]([CH2:25][C@H:26]4[CH2:31][CH2:30][C@H:29]([CH3:32])[CH2:28][CH2:27]4)[C:15]([CH:17]([OH:24])[C:18]4[CH:23]=[CH:22][CH:21]=[CH:20][CH:19]=4)=[N:16][C:12]=3[CH:11]=[C:10]([C:33]#[N:34])[N:9]=2)[CH:5]=[N:6][CH:7]=1.[OH-].[Li+].I[CH2:38][CH3:39], predict the reaction product. The product is: [Cl:1][C:2]1[CH:3]=[C:4]([C:8]2[C:13]3[N:14]([CH2:25][C@H:26]4[CH2:31][CH2:30][C@H:29]([CH3:32])[CH2:28][CH2:27]4)[C:15]([CH:17]([O:24][CH2:38][CH3:39])[C:18]4[CH:23]=[CH:22][CH:21]=[CH:20][CH:19]=4)=[N:16][C:12]=3[CH:11]=[C:10]([C:33]#[N:34])[N:9]=2)[CH:5]=[N:6][CH:7]=1. (2) Given the reactants [CH:1]([C:3]1[CH:12]=[CH:11][C:6]([C:7]([O:9][CH3:10])=[O:8])=[CH:5][CH:4]=1)=O.[NH2:13][CH2:14][CH2:15][C:16]1[C:24]2[C:19](=[CH:20][CH:21]=[CH:22][CH:23]=2)[NH:18][CH:17]=1.[OH:25]/[C:26](=[CH:32]\[C:33](=[O:40])[C:34]1[CH:39]=[CH:38][N:37]=[CH:36][CH:35]=1)/[C:27](OCC)=[O:28], predict the reaction product. The product is: [NH:18]1[C:19]2[C:24](=[CH:23][CH:22]=[CH:21][CH:20]=2)[C:16]([CH2:15][CH2:14][N:13]2[C:27](=[O:28])[C:26]([OH:25])=[C:32]([C:33](=[O:40])[C:34]3[CH:35]=[CH:36][N:37]=[CH:38][CH:39]=3)[CH:1]2[C:3]2[CH:12]=[CH:11][C:6]([C:7]([O:9][CH3:10])=[O:8])=[CH:5][CH:4]=2)=[CH:17]1. (3) Given the reactants [F:1][C:2]1[CH:7]=[CH:6][C:5]([C:8]([C:10]2[N:11]=[C:12]([NH:20][C:21]3[CH:25]=[C:24]([CH3:26])[NH:23][N:22]=3)[C:13]3[S:18][CH:17]=[C:16]([CH3:19])[C:14]=3[N:15]=2)=[O:9])=[CH:4][CH:3]=1.[BH4-].[Na+], predict the reaction product. The product is: [F:1][C:2]1[CH:3]=[CH:4][C:5]([CH:8]([C:10]2[N:11]=[C:12]([NH:20][C:21]3[CH:25]=[C:24]([CH3:26])[NH:23][N:22]=3)[C:13]3[S:18][CH:17]=[C:16]([CH3:19])[C:14]=3[N:15]=2)[OH:9])=[CH:6][CH:7]=1. (4) Given the reactants ClC1C=C(C=CC=1)C(OO)=[O:6].[F:12][C:13]1[CH:18]=[CH:17][C:16]([C:19]2[CH:23]=[C:22]([CH2:24][N:25]3[C:37]4[C:36]5[N:35]=[CH:34][CH:33]=[CH:32][C:31]=5[N:30]=[CH:29][C:28]=4[N:27]=[CH:26]3)[O:21][N:20]=2)=[CH:15][CH:14]=1.[OH-].[NH4+].C1(C)C=CC(S(Cl)(=O)=O)=CC=1, predict the reaction product. The product is: [F:12][C:13]1[CH:18]=[CH:17][C:16]([C:19]2[CH:23]=[C:22]([CH2:24][N:25]3[C:37]4[C:36]5[N:35]=[CH:34][CH:33]=[CH:32][C:31]=5[N+:30]([O-:6])=[CH:29][C:28]=4[N:27]=[CH:26]3)[O:21][N:20]=2)=[CH:15][CH:14]=1.